From a dataset of Reaction yield outcomes from USPTO patents with 853,638 reactions. Predict the reaction yield, written as a fraction of the theoretical maximum amount of product (1.0 means a 100% yield; for example, 0.34 means a 34% yield). (1) The reactants are [O:1]1[CH:5]=[CH:4][CH:3]=[C:2]1[C:6]1[N:10]([C:11]2[CH:16]=[CH:15][C:14]([O:17][CH3:18])=[CH:13][CH:12]=2)[N:9]=[C:8]([C:19]([O:21]C(C)(C)C)=[O:20])[CH:7]=1.FC(F)(F)C(O)=O. The catalyst is ClCCl. The product is [O:1]1[CH:5]=[CH:4][CH:3]=[C:2]1[C:6]1[N:10]([C:11]2[CH:12]=[CH:13][C:14]([O:17][CH3:18])=[CH:15][CH:16]=2)[N:9]=[C:8]([C:19]([OH:21])=[O:20])[CH:7]=1. The yield is 0.960. (2) The reactants are [C:9](O[C:9]([O:11][C:12]([CH3:15])([CH3:14])[CH3:13])=[O:10])([O:11][C:12]([CH3:15])([CH3:14])[CH3:13])=[O:10].[NH2:16][CH2:17][CH2:18][OH:19]. The catalyst is ClCCl. The product is [OH:19][CH2:18][CH2:17][NH:16][C:9](=[O:10])[O:11][C:12]([CH3:13])([CH3:14])[CH3:15]. The yield is 0.910.